From a dataset of Reaction yield outcomes from USPTO patents with 853,638 reactions. Predict the reaction yield, written as a fraction of the theoretical maximum amount of product (1.0 means a 100% yield; for example, 0.34 means a 34% yield). (1) The product is [NH2:16][C:17]1[N:18]=[C:19]([N:28]2[CH2:29][CH2:30][N:31]([C:34](=[O:44])[CH2:35][O:36][C:37]3[CH:42]=[CH:41][C:40]([Cl:43])=[CH:39][CH:38]=3)[CH2:32][CH2:33]2)[C:20]2[N:26]=[C:25]([C:10]3[CH:11]=[CH:12][C:7]([C:5]([NH:4][CH:1]4[CH2:3][CH2:2]4)=[O:6])=[CH:8][CH:9]=3)[CH:24]=[CH:23][C:21]=2[N:22]=1. No catalyst specified. The reactants are [CH:1]1([NH:4][C:5]([C:7]2[CH:12]=[CH:11][C:10](B(O)O)=[CH:9][CH:8]=2)=[O:6])[CH2:3][CH2:2]1.[NH2:16][C:17]1[N:18]=[C:19]([N:28]2[CH2:33][CH2:32][N:31]([C:34](=[O:44])[CH2:35][O:36][C:37]3[CH:42]=[CH:41][C:40]([Cl:43])=[CH:39][CH:38]=3)[CH2:30][CH2:29]2)[C:20]2[N:26]=[C:25](Cl)[CH:24]=[CH:23][C:21]=2[N:22]=1. The yield is 0.710. (2) The reactants are CCO.[N+:4]([C:7]1[CH:15]=[CH:14][C:10]([C:11]([OH:13])=[O:12])=[CH:9][C:8]=1[C:16]([OH:18])=[O:17])([O-])=O. The catalyst is [Pd].CC(O)=O. The product is [NH2:4][C:7]1[CH:15]=[CH:14][C:10]([C:11]([OH:13])=[O:12])=[CH:9][C:8]=1[C:16]([OH:18])=[O:17]. The yield is 0.750.